Dataset: Reaction yield outcomes from USPTO patents with 853,638 reactions. Task: Predict the reaction yield, written as a fraction of the theoretical maximum amount of product (1.0 means a 100% yield; for example, 0.34 means a 34% yield). The reactants are C(O[CH:5]1[C@@H:10]([O:11][C:12](=[O:14])[CH3:13])[C@H:9]([O:15][C:16](=[O:18])[CH3:17])[C@@H:8]([O:19][C:20](=[O:22])[CH3:21])[C@H:7]([C:23]2[CH:28]=[CH:27][C:26]([Cl:29])=[C:25]([CH2:30][C:31]3[CH:40]=[CH:39][C:34]4[O:35][CH2:36][CH2:37][O:38][C:33]=4[CH:32]=3)[CH:24]=2)[O:6]1)(=O)C.[BrH:41]. The catalyst is CC(O)=O.C(Cl)Cl. The product is [C:12]([O:11][C@H:10]1[C@H:9]([O:15][C:16](=[O:18])[CH3:17])[C@@H:8]([O:19][C:20](=[O:22])[CH3:21])[C@H:7]([C:23]2[CH:28]=[CH:27][C:26]([Cl:29])=[C:25]([CH2:30][C:31]3[CH:40]=[CH:39][C:34]4[O:35][CH2:36][CH2:37][O:38][C:33]=4[CH:32]=3)[CH:24]=2)[O:6][C@H:5]1[Br:41])(=[O:14])[CH3:13]. The yield is 0.990.